Regression. Given two drug SMILES strings and cell line genomic features, predict the synergy score measuring deviation from expected non-interaction effect. From a dataset of NCI-60 drug combinations with 297,098 pairs across 59 cell lines. (1) Drug 1: C1=CC(=C2C(=C1NCCNCCO)C(=O)C3=C(C=CC(=C3C2=O)O)O)NCCNCCO. Drug 2: CN(CCCl)CCCl.Cl. Cell line: U251. Synergy scores: CSS=50.6, Synergy_ZIP=-4.00, Synergy_Bliss=-3.43, Synergy_Loewe=-9.22, Synergy_HSA=-0.869. (2) Drug 1: CN(C)C1=NC(=NC(=N1)N(C)C)N(C)C. Drug 2: C1=CC(=CC=C1C#N)C(C2=CC=C(C=C2)C#N)N3C=NC=N3. Cell line: LOX IMVI. Synergy scores: CSS=2.91, Synergy_ZIP=-3.28, Synergy_Bliss=-5.04, Synergy_Loewe=-1.85, Synergy_HSA=-2.19. (3) Synergy scores: CSS=0.412, Synergy_ZIP=1.68, Synergy_Bliss=6.21, Synergy_Loewe=2.30, Synergy_HSA=2.33. Drug 2: COCCOC1=C(C=C2C(=C1)C(=NC=N2)NC3=CC=CC(=C3)C#C)OCCOC.Cl. Drug 1: C1CNP(=O)(OC1)N(CCCl)CCCl. Cell line: BT-549. (4) Drug 2: COC1=C2C(=CC3=C1OC=C3)C=CC(=O)O2. Drug 1: CC1C(C(=O)NC(C(=O)N2CCCC2C(=O)N(CC(=O)N(C(C(=O)O1)C(C)C)C)C)C(C)C)NC(=O)C3=C4C(=C(C=C3)C)OC5=C(C(=O)C(=C(C5=N4)C(=O)NC6C(OC(=O)C(N(C(=O)CN(C(=O)C7CCCN7C(=O)C(NC6=O)C(C)C)C)C)C(C)C)C)N)C. Cell line: HS 578T. Synergy scores: CSS=8.61, Synergy_ZIP=-6.18, Synergy_Bliss=-0.975, Synergy_Loewe=-28.6, Synergy_HSA=-3.24. (5) Drug 1: C1=CC=C(C=C1)NC(=O)CCCCCCC(=O)NO. Drug 2: CCN(CC)CCCC(C)NC1=C2C=C(C=CC2=NC3=C1C=CC(=C3)Cl)OC. Cell line: SK-OV-3. Synergy scores: CSS=13.0, Synergy_ZIP=-2.77, Synergy_Bliss=1.08, Synergy_Loewe=1.20, Synergy_HSA=2.31. (6) Drug 1: CC1=CC=C(C=C1)C2=CC(=NN2C3=CC=C(C=C3)S(=O)(=O)N)C(F)(F)F. Drug 2: CN(CCCl)CCCl.Cl. Cell line: HCC-2998. Synergy scores: CSS=15.0, Synergy_ZIP=-3.42, Synergy_Bliss=3.98, Synergy_Loewe=-12.7, Synergy_HSA=-0.666. (7) Drug 2: CNC(=O)C1=NC=CC(=C1)OC2=CC=C(C=C2)NC(=O)NC3=CC(=C(C=C3)Cl)C(F)(F)F. Cell line: SW-620. Drug 1: CCC1(CC2CC(C3=C(CCN(C2)C1)C4=CC=CC=C4N3)(C5=C(C=C6C(=C5)C78CCN9C7C(C=CC9)(C(C(C8N6C)(C(=O)OC)O)OC(=O)C)CC)OC)C(=O)OC)O. Synergy scores: CSS=84.0, Synergy_ZIP=10.0, Synergy_Bliss=9.12, Synergy_Loewe=5.01, Synergy_HSA=12.5. (8) Drug 1: CC1=CC2C(CCC3(C2CCC3(C(=O)C)OC(=O)C)C)C4(C1=CC(=O)CC4)C. Drug 2: CC12CCC3C(C1CCC2OP(=O)(O)O)CCC4=C3C=CC(=C4)OC(=O)N(CCCl)CCCl.[Na+]. Cell line: RXF 393. Synergy scores: CSS=-3.38, Synergy_ZIP=-0.186, Synergy_Bliss=-2.15, Synergy_Loewe=-8.46, Synergy_HSA=-6.27. (9) Drug 1: CC=C1C(=O)NC(C(=O)OC2CC(=O)NC(C(=O)NC(CSSCCC=C2)C(=O)N1)C(C)C)C(C)C. Drug 2: CC1=C(N=C(N=C1N)C(CC(=O)N)NCC(C(=O)N)N)C(=O)NC(C(C2=CN=CN2)OC3C(C(C(C(O3)CO)O)O)OC4C(C(C(C(O4)CO)O)OC(=O)N)O)C(=O)NC(C)C(C(C)C(=O)NC(C(C)O)C(=O)NCCC5=NC(=CS5)C6=NC(=CS6)C(=O)NCCC[S+](C)C)O. Cell line: OVCAR-4. Synergy scores: CSS=26.4, Synergy_ZIP=-6.07, Synergy_Bliss=-4.11, Synergy_Loewe=-16.3, Synergy_HSA=0.154.